Dataset: Forward reaction prediction with 1.9M reactions from USPTO patents (1976-2016). Task: Predict the product of the given reaction. (1) The product is: [C:1]([O:12][CH2:13][C:15]1[CH:23]=[CH:22][C:20]([OH:21])=[C:17]([O:18][CH3:19])[CH:16]=1)(=[O:11])[CH2:2][CH2:3][CH2:4][CH2:5][CH2:6][CH2:7][CH2:8][CH2:9][CH3:10]. Given the reactants [C:1]([O:12][CH3:13])(=[O:11])[CH2:2][CH2:3][CH2:4][CH2:5][CH2:6][CH2:7][CH2:8][CH2:9][CH3:10].C(O)[C:15]1[CH:23]=[CH:22][C:20]([OH:21])=[C:17]([O:18][CH3:19])[CH:16]=1, predict the reaction product. (2) Given the reactants [O-]CC.[Na+].[NH2:5][C:6]([NH2:8])=[S:7].[CH:9]([C:21](OCC)=[O:22])([C:16](OCC)=[O:17])[CH2:10][C:11]([O:13][CH2:14][CH3:15])=[O:12], predict the reaction product. The product is: [OH:22][C:21]1[C:9]([CH2:10][C:11]([O:13][CH2:14][CH3:15])=[O:12])=[C:16]([OH:17])[N:8]=[C:6]([SH:7])[N:5]=1. (3) Given the reactants Br[C:2]1[C:3]([N:20]2[CH2:25][CH2:24][N:23]([C:26]([O:28][C:29]([CH3:32])([CH3:31])[CH3:30])=[O:27])[CH2:22][CH2:21]2)=[C:4]2[CH:10]=[N:9][N:8]([CH2:11][C:12]3[CH:17]=[CH:16][C:15]([O:18][CH3:19])=[CH:14][CH:13]=3)[C:5]2=[N:6][CH:7]=1.CCOCC.O.C[C:40]([N:42](C)C)=O, predict the reaction product. The product is: [C:40]([C:2]1[C:3]([N:20]2[CH2:21][CH2:22][N:23]([C:26]([O:28][C:29]([CH3:32])([CH3:31])[CH3:30])=[O:27])[CH2:24][CH2:25]2)=[C:4]2[CH:10]=[N:9][N:8]([CH2:11][C:12]3[CH:13]=[CH:14][C:15]([O:18][CH3:19])=[CH:16][CH:17]=3)[C:5]2=[N:6][CH:7]=1)#[N:42].